From a dataset of Full USPTO retrosynthesis dataset with 1.9M reactions from patents (1976-2016). Predict the reactants needed to synthesize the given product. (1) Given the product [C:1]([O:5][C:6]([CH:8]1[CH:12]([C:13]2[CH:18]=[CH:17][CH:16]=[C:15]([Cl:19])[C:14]=2[F:20])[C:11]([C:23]2[CH:28]=[CH:27][C:26]([Cl:29])=[CH:25][C:24]=2[F:30])([C:21]#[N:22])[CH:10]([CH2:31][C:32]([CH3:35])([CH3:34])[CH3:33])[N:9]1[CH2:45][CH2:44][O:43][Si:36]([C:39]([CH3:42])([CH3:41])[CH3:40])([CH3:38])[CH3:37])=[O:7])([CH3:4])([CH3:3])[CH3:2], predict the reactants needed to synthesize it. The reactants are: [C:1]([O:5][C:6]([CH:8]1[CH:12]([C:13]2[CH:18]=[CH:17][CH:16]=[C:15]([Cl:19])[C:14]=2[F:20])[C:11]([C:23]2[CH:28]=[CH:27][C:26]([Cl:29])=[CH:25][C:24]=2[F:30])([C:21]#[N:22])[CH:10]([CH2:31][C:32]([CH3:35])([CH3:34])[CH3:33])[NH:9]1)=[O:7])([CH3:4])([CH3:3])[CH3:2].[Si:36]([O:43][CH2:44][CH:45]=O)([C:39]([CH3:42])([CH3:41])[CH3:40])([CH3:38])[CH3:37].C(O[BH-](OC(=O)C)OC(=O)C)(=O)C.[Na+]. (2) Given the product [OH:6][C:7]1[CH:15]=[CH:14][C:10]([C:11]([O:13][CH:20]([CH3:21])[CH3:19])=[O:12])=[CH:9][C:8]=1[N+:16]([O-:18])=[O:17], predict the reactants needed to synthesize it. The reactants are: S(=O)(=O)(O)O.[OH:6][C:7]1[CH:15]=[CH:14][C:10]([C:11]([OH:13])=[O:12])=[CH:9][C:8]=1[N+:16]([O-:18])=[O:17].[CH3:19][CH:20](O)[CH3:21]. (3) Given the product [Cl:34][CH2:35][S:36]([NH:26][CH:23]1[CH2:24][CH2:25][N:20]([C:10]2[N:9]=[C:8]([N:7]3[C:6]4[CH:27]=[CH:28][CH:29]=[C:30]([O:31][CH3:32])[C:5]=4[N:4]=[C:3]3[CH:2]([F:1])[F:33])[N:13]=[C:12]([N:14]3[CH2:19][CH2:18][O:17][CH2:16][CH2:15]3)[N:11]=2)[CH2:21][CH2:22]1)(=[O:38])=[O:37], predict the reactants needed to synthesize it. The reactants are: [F:1][CH:2]([F:33])[C:3]1[N:7]([C:8]2[N:13]=[C:12]([N:14]3[CH2:19][CH2:18][O:17][CH2:16][CH2:15]3)[N:11]=[C:10]([N:20]3[CH2:25][CH2:24][CH:23]([NH2:26])[CH2:22][CH2:21]3)[N:9]=2)[C:6]2[CH:27]=[CH:28][CH:29]=[C:30]([O:31][CH3:32])[C:5]=2[N:4]=1.[Cl:34][CH2:35][S:36](Cl)(=[O:38])=[O:37].C([O-])([O-])=O.[K+].[K+]. (4) Given the product [Cl:8][C:9]1[CH:14]=[CH:13][CH:12]=[C:11]([Cl:15])[C:10]=1[N:16]1[CH:38]=[CH:37][C:19]2[N:20]=[C:21]([NH:24][C:25]3[CH:26]=[CH:27][C:28]([N:31]4[CH2:32][CH2:33][N:34]([CH2:2][C:3]([O:5][CH2:6][CH3:7])=[O:4])[CH2:35][CH2:36]4)=[CH:29][CH:30]=3)[N:22]=[CH:23][C:18]=2[C:17]1=[O:39], predict the reactants needed to synthesize it. The reactants are: Br[CH2:2][C:3]([O:5][CH2:6][CH3:7])=[O:4].[Cl:8][C:9]1[CH:14]=[CH:13][CH:12]=[C:11]([Cl:15])[C:10]=1[N:16]1[CH:38]=[CH:37][C:19]2[N:20]=[C:21]([NH:24][C:25]3[CH:30]=[CH:29][C:28]([N:31]4[CH2:36][CH2:35][NH:34][CH2:33][CH2:32]4)=[CH:27][CH:26]=3)[N:22]=[CH:23][C:18]=2[C:17]1=[O:39].C(N(CC)CC)C. (5) Given the product [F:12][C:13]([F:24])([F:23])[C:14]([O:11][C:3]1[C:2]([F:1])=[C:7]([F:8])[CH:6]=[C:5]([F:9])[C:4]=1[F:10])=[O:15], predict the reactants needed to synthesize it. The reactants are: [F:1][C:2]1[C:7]([F:8])=[CH:6][C:5]([F:9])=[C:4]([F:10])[C:3]=1[OH:11].[F:12][C:13]([F:24])([F:23])[C:14](O[C:14](=[O:15])[C:13]([F:24])([F:23])[F:12])=[O:15].B(F)(F)F.CCOCC. (6) Given the product [CH3:10][N:11]([CH3:12])[C:7]([NH:6][C:4](=[O:5])[CH:3]=[C:2]([CH3:9])[CH3:1])=[S:8], predict the reactants needed to synthesize it. The reactants are: [CH3:1][C:2]([CH3:9])=[CH:3][C:4]([N:6]=[C:7]=[S:8])=[O:5].[CH3:10][NH:11][CH3:12].C1COCC1. (7) Given the product [CH2:1]([OH:8])[C:2]([NH2:7])([CH2:5][OH:6])[CH2:3][OH:4].[Cl-:10].[Mg+2:9].[Cl-:10], predict the reactants needed to synthesize it. The reactants are: [CH2:1]([OH:8])[C:2]([NH2:7])([CH2:5][OH:6])[CH2:3][OH:4].[Mg+2:9].[Cl-:10].[Cl-].